This data is from Forward reaction prediction with 1.9M reactions from USPTO patents (1976-2016). The task is: Predict the product of the given reaction. (1) Given the reactants [CH3:1][C:2]1[CH:3]=[CH:4][C:5]([CH2:8][C:9]([O:11][CH3:12])=[O:10])=[N:6][CH:7]=1.CN([CH:16]=[O:17])C.[CH2:18]=[O:19].C[O-].[Na+], predict the reaction product. The product is: [OH:19][CH2:18][C:8]([CH2:16][OH:17])([C:5]1[CH:4]=[CH:3][C:2]([CH3:1])=[CH:7][N:6]=1)[C:9]([O:11][CH3:12])=[O:10]. (2) The product is: [CH:25]1[CH:26]=[CH:27][C:22](/[C:18](/[CH2:19][CH2:20][Cl:21])=[C:17](\[C:14]2[CH:15]=[CH:16][C:11]([O:10][CH2:9][CH2:8][OH:7])=[CH:12][CH:13]=2)/[C:28]2[CH:29]=[CH:30][CH:31]=[CH:32][CH:33]=2)=[CH:23][CH:24]=1. Given the reactants C([O:7][CH2:8][CH2:9][O:10][C:11]1[CH:16]=[CH:15][C:14](/[C:17](/[C:28]2[CH:33]=[CH:32][CH:31]=[CH:30][CH:29]=2)=[C:18](\[C:22]2[CH:27]=[CH:26][CH:25]=[CH:24][CH:23]=2)/[CH2:19][CH2:20][Cl:21])=[CH:13][CH:12]=1)(=O)C(C)(C)C.[H-].[Al+3].[Li+].[H-].[H-].[H-], predict the reaction product. (3) Given the reactants [C:1]1([NH:7][NH2:8])[CH:6]=[CH:5][CH:4]=[CH:3][CH:2]=1.[Cl:9][C:10]([Cl:22])([Cl:21])[C:11]([CH:13]=[C:14]1[CH2:18][O:17]C(C)(C)O1)=[O:12], predict the reaction product. The product is: [OH:17][CH2:18][C:14]1[CH2:13][C:11]([C:10]([Cl:22])([Cl:21])[Cl:9])([OH:12])[N:7]([C:1]2[CH:6]=[CH:5][CH:4]=[CH:3][CH:2]=2)[N:8]=1. (4) Given the reactants [F:1][C:2]1[C:7]([F:8])=[C:6]([F:9])[CH:5]=[C:4]([F:10])[C:3]=1[CH2:11][OH:12].I([O-])(=O)(=O)=[O:14].[Na+].CC#N.O, predict the reaction product. The product is: [F:1][C:2]1[C:7]([F:8])=[C:6]([F:9])[CH:5]=[C:4]([F:10])[C:3]=1[C:11]([OH:14])=[O:12]. (5) The product is: [ClH:26].[Br:1][C:2]1[C:7]([CH3:8])=[CH:6][C:5]2[N:9]([CH:10]3[CH2:15][CH2:14][N:13]([C@H:16]4[CH2:21][CH2:20][C@H:19]([O:22][CH2:23][CH3:24])[CH2:18][CH2:17]4)[CH2:12][CH2:11]3)[C:27](=[O:29])[NH:25][C:4]=2[CH:3]=1. Given the reactants [Br:1][C:2]1[CH:3]=[C:4]([NH2:25])[C:5]([NH:9][CH:10]2[CH2:15][CH2:14][N:13]([C@H:16]3[CH2:21][CH2:20][C@H:19]([O:22][CH2:23][CH3:24])[CH2:18][CH2:17]3)[CH2:12][CH2:11]2)=[CH:6][C:7]=1[CH3:8].[Cl:26][C:27](Cl)([O:29]C(=O)OC(Cl)(Cl)Cl)Cl.C(N(C(C)C)CC)(C)C, predict the reaction product.